From a dataset of Full USPTO retrosynthesis dataset with 1.9M reactions from patents (1976-2016). Predict the reactants needed to synthesize the given product. (1) Given the product [Br:13][C:14]1[CH:15]=[CH:16][C:17]2[C:23]([CH:6]3[CH2:11][CH2:10][N:9]([CH3:12])[CH2:8][CH2:7]3)([OH:24])[C:22]3[CH:25]=[CH:26][CH:27]=[CH:28][C:21]=3[CH2:20][O:19][C:18]=2[CH:29]=1, predict the reactants needed to synthesize it. The reactants are: [Mg].C(Br)Br.Cl[CH:6]1[CH2:11][CH2:10][N:9]([CH3:12])[CH2:8][CH2:7]1.[Br:13][C:14]1[CH:15]=[CH:16][C:17]2[C:23](=[O:24])[C:22]3[CH:25]=[CH:26][CH:27]=[CH:28][C:21]=3[CH2:20][O:19][C:18]=2[CH:29]=1. (2) The reactants are: [CH:1]1([C:4]2[N:9]=[C:8]([C:10]3[CH:11]=[C:12]([C:25]4[N:29](COCC[Si](C)(C)C)[C:28]5[CH:38]=[CH:39][CH:40]=[CH:41][C:27]=5[N:26]=4)[C:13](=[O:24])[N:14](COCC[Si](C)(C)C)[N:15]=3)[CH:7]=[CH:6][N:5]=2)[CH2:3][CH2:2]1.C(O)C. Given the product [NH:29]1[C:28]2[CH:38]=[CH:39][CH:40]=[CH:41][C:27]=2[N:26]=[C:25]1[C:12]1[C:13](=[O:24])[NH:14][N:15]=[C:10]([C:8]2[CH:7]=[CH:6][N:5]=[C:4]([CH:1]3[CH2:2][CH2:3]3)[N:9]=2)[CH:11]=1, predict the reactants needed to synthesize it.